Dataset: Full USPTO retrosynthesis dataset with 1.9M reactions from patents (1976-2016). Task: Predict the reactants needed to synthesize the given product. (1) Given the product [NH2:16][C:17]1[CH:25]=[C:24]2[CH:20]([C:21]([CH3:28])([CH3:29])[CH:22]([CH3:27])[N:23]2[CH3:26])[CH2:19][CH:18]=1.[F:1][C:2]([F:15])([F:14])[S:3]([NH:16][C:17]1[CH:25]=[C:24]2[CH:20]([C:21]([CH3:28])([CH3:29])[CH:22]([CH3:27])[N:23]2[CH3:26])[CH2:19][CH:18]=1)(=[O:5])=[O:4], predict the reactants needed to synthesize it. The reactants are: [F:1][C:2]([F:15])([F:14])[S:3](O[S:3]([C:2]([F:15])([F:14])[F:1])(=[O:5])=[O:4])(=[O:5])=[O:4].[NH2:16][C:17]1[CH:25]=[C:24]2[CH:20]([C:21]([CH3:29])([CH3:28])[CH:22]([CH3:27])[N:23]2[CH3:26])[CH2:19][CH:18]=1.C(N(C(C)C)CC)(C)C.O. (2) Given the product [ClH:31].[CH3:1][C:2]1[CH:3]=[C:4]([N:8]2[CH2:23][CH:11]3[CH2:12][NH:13][CH2:14][CH2:15][N:10]3[C:9]2=[O:24])[CH:5]=[CH:6][CH:7]=1, predict the reactants needed to synthesize it. The reactants are: [CH3:1][C:2]1[CH:3]=[C:4]([N:8]2[CH2:23][CH:11]3[CH2:12][N:13](C(OC(C)(C)C)=O)[CH2:14][CH2:15][N:10]3[C:9]2=[O:24])[CH:5]=[CH:6][CH:7]=1.C(OCC)(=O)C.[ClH:31]. (3) Given the product [CH3:15][S:16]([O:7][CH2:6][CH2:5][CH2:4][CH2:3][S:2][CH3:1])(=[O:18])=[O:17], predict the reactants needed to synthesize it. The reactants are: [CH3:1][S:2][CH2:3][CH2:4][CH2:5][CH2:6][OH:7].C(N(CC)CC)C.[CH3:15][S:16](Cl)(=[O:18])=[O:17]. (4) Given the product [ClH:37].[CH2:1]([O:8][C:9]1[CH:14]=[CH:13][N:12]([C:15]2[CH:16]=[CH:17][C:18]3[S:34][C:21]4[CH2:22][CH2:23][NH:24][CH2:25][CH2:26][C:20]=4[C:19]=3[CH:35]=2)[C:11](=[O:36])[CH:10]=1)[C:2]1[CH:7]=[CH:6][CH:5]=[CH:4][CH:3]=1, predict the reactants needed to synthesize it. The reactants are: [CH2:1]([O:8][C:9]1[CH:14]=[CH:13][N:12]([C:15]2[CH:16]=[CH:17][C:18]3[S:34][C:21]4[CH2:22][CH2:23][N:24](C(OC(C)(C)C)=O)[CH2:25][CH2:26][C:20]=4[C:19]=3[CH:35]=2)[C:11](=[O:36])[CH:10]=1)[C:2]1[CH:7]=[CH:6][CH:5]=[CH:4][CH:3]=1.[ClH:37]. (5) Given the product [Cl:29][CH2:13][C:6]1[N:5]([CH2:4][C:3]2[C:2]([Cl:1])=[CH:18][CH:17]=[CH:16][C:15]=2[Cl:19])[CH:9]=[C:8]([N+:10]([O-:12])=[O:11])[N:7]=1, predict the reactants needed to synthesize it. The reactants are: [Cl:1][C:2]1[CH:18]=[CH:17][CH:16]=[C:15]([Cl:19])[C:3]=1[CH2:4][N:5]1[CH:9]=[C:8]([N+:10]([O-:12])=[O:11])[N:7]=[C:6]1[CH2:13]O.C(N(CC)CC)C.S(Cl)([Cl:29])=O. (6) Given the product [N+:19]([C:10]1[CH:11]=[N:12][C:13]2[C:18]([C:9]=1[NH:22][CH2:23][CH2:24][NH:25][C:26](=[O:32])[O:27][C:28]([CH3:30])([CH3:29])[CH3:31])=[CH:17][CH:16]=[CH:15][CH:14]=2)([O-:21])=[O:20], predict the reactants needed to synthesize it. The reactants are: C(N(CC)CC)C.Cl[C:9]1[C:18]2[C:13](=[CH:14][CH:15]=[CH:16][CH:17]=2)[N:12]=[CH:11][C:10]=1[N+:19]([O-:21])=[O:20].[NH2:22][CH2:23][CH2:24][NH:25][C:26](=[O:32])[O:27][C:28]([CH3:31])([CH3:30])[CH3:29].O. (7) Given the product [NH2:32][C:29]1[CH:28]=[CH:27][C:26]([CH:10]2[CH:9]([C:6]3[CH:5]=[CH:4][C:3]([O:2][CH3:1])=[CH:8][CH:7]=3)[N:12]([C:13]3[CH:18]=[C:17]([O:19][CH3:20])[C:16]([O:21][CH3:22])=[C:15]([O:23][CH3:24])[CH:14]=3)[C:11]2=[O:25])=[CH:31][CH:30]=1, predict the reactants needed to synthesize it. The reactants are: [CH3:1][O:2][C:3]1[CH:8]=[CH:7][C:6]([CH:9]2[N:12]([C:13]3[CH:18]=[C:17]([O:19][CH3:20])[C:16]([O:21][CH3:22])=[C:15]([O:23][CH3:24])[CH:14]=3)[C:11](=[O:25])[CH:10]2[C:26]2[CH:31]=[CH:30][C:29]([N+:32]([O-])=O)=[CH:28][CH:27]=2)=[CH:5][CH:4]=1.[Na+].[Cl-].